Dataset: Reaction yield outcomes from USPTO patents with 853,638 reactions. Task: Predict the reaction yield, written as a fraction of the theoretical maximum amount of product (1.0 means a 100% yield; for example, 0.34 means a 34% yield). (1) The reactants are [Na].[CH3:2][C:3](=[O:9])[CH2:4][C:5](=[O:8])[CH2:6][CH3:7].Br[CH2:11][C:12]([C:14]1[CH:15]=[C:16]2[C:21](=[CH:22][CH:23]=1)[O:20][CH2:19][CH2:18][C:17]2([CH3:25])[CH3:24])=[O:13].O. The catalyst is C1(C)C=CC=CC=1. The product is [C:3]([CH:4]([C:5](=[O:8])[CH2:6][CH3:7])[CH2:11][C:12]([C:14]1[CH:15]=[C:16]2[C:21](=[CH:22][CH:23]=1)[O:20][CH2:19][CH2:18][C:17]2([CH3:25])[CH3:24])=[O:13])(=[O:9])[CH3:2]. The yield is 0.628. (2) The reactants are [Cl:1][C:2]1[C:3]([C:34]2[CH:39]=[CH:38][C:37]([O:40][CH3:41])=[CH:36][CH:35]=2)=[C:4]2[C:18]3[CH2:19][CH2:20][C@H:21]([C:23]([NH:25][C@@H](C4C=CC=CC=4)C)=[O:24])[CH2:22][C:17]=3[S:16][C:5]2=[N:6][C:7]=1[CH2:8][N:9]1[C:13](=[O:14])[CH2:12][S:11][C:10]1=[O:15].C1(OC)C=CC=CC=1.CS(O)(=O)=O.C(OCC)(=O)C. The catalyst is O. The product is [Cl:1][C:2]1[C:3]([C:34]2[CH:39]=[CH:38][C:37]([O:40][CH3:41])=[CH:36][CH:35]=2)=[C:4]2[C:18]3[CH2:19][CH2:20][C@H:21]([C:23]([NH2:25])=[O:24])[CH2:22][C:17]=3[S:16][C:5]2=[N:6][C:7]=1[CH2:8][N:9]1[C:13](=[O:14])[CH2:12][S:11][C:10]1=[O:15]. The yield is 0.800. (3) The reactants are [CH3:1][O:2][C:3]1[C:4]([Br:24])=[CH:5][C:6]2[CH2:12][CH2:11][N:10]([CH3:13])[CH2:9][CH:8]([C:14]3[CH:19]=[CH:18][C:17]([N+:20]([O-])=O)=[CH:16][CH:15]=3)[C:7]=2[CH:23]=1.[O-]S(S([O-])=O)=O.[Na+].[Na+]. The catalyst is CCO.N. The product is [CH3:1][O:2][C:3]1[C:4]([Br:24])=[CH:5][C:6]2[CH2:12][CH2:11][N:10]([CH3:13])[CH2:9][CH:8]([C:14]3[CH:19]=[CH:18][C:17]([NH2:20])=[CH:16][CH:15]=3)[C:7]=2[CH:23]=1. The yield is 0.440. (4) The reactants are [CH3:1][CH:2]1[C:11](=[O:12])[CH2:10][CH2:9][C:4]2([O:8][CH2:7][CH2:6][O:5]2)[CH2:3]1.[CH2:13]=[O:14].Cl.[Cl-].[NH4+]. The catalyst is [OH-].[K+].CO. The product is [OH:14][CH2:13][C:2]1([CH3:1])[C:11](=[O:12])[CH2:10][CH2:9][C:4]2([O:5][CH2:6][CH2:7][O:8]2)[CH2:3]1. The yield is 0.560. (5) The reactants are I[C:2]1[CH:3]=[C:4]2[C:9](=[CH:10][CH:11]=1)[O:8][C@@H:7]([CH2:12][NH:13][C:14](=[O:23])[O:15][CH2:16][C:17]1[CH:22]=[CH:21][CH:20]=[CH:19][CH:18]=1)[CH2:6][CH2:5]2.C(N(CC)CC)C.[C:31]([O:35][C:36]([CH3:39])([CH3:38])[CH3:37])(=[O:34])[CH:32]=[CH2:33]. The catalyst is C(#N)C.C([O-])(=O)C.[Pd+2].C([O-])(=O)C. The product is [CH2:16]([O:15][C:14]([NH:13][CH2:12][C@H:7]1[CH2:6][CH2:5][C:4]2[C:9](=[CH:10][CH:11]=[C:2](/[CH:33]=[CH:32]/[C:31]([O:35][C:36]([CH3:39])([CH3:38])[CH3:37])=[O:34])[CH:3]=2)[O:8]1)=[O:23])[C:17]1[CH:22]=[CH:21][CH:20]=[CH:19][CH:18]=1. The yield is 0.950. (6) The reactants are [C:1]([C:4]1[CH:9]=[CH:8][C:7]([S:10](Cl)(=[O:12])=[O:11])=[CH:6][CH:5]=1)(=[O:3])[CH3:2].CCN(CC)CC.Cl.[CH3:22][O:23][NH2:24].O. The catalyst is C1COCC1. The product is [C:1]([C:4]1[CH:9]=[CH:8][C:7]([S:10]([NH:24][O:23][CH3:22])(=[O:12])=[O:11])=[CH:6][CH:5]=1)(=[O:3])[CH3:2]. The yield is 0.658. (7) The reactants are [C:1]([O:5][C:6]([N:8]1[CH2:12][C@H:11]([O:13]CC2C=CC(OC)=CC=2)[CH2:10][C@@H:9]1[C@H:23]1[O:27][C:26]([CH3:29])([CH3:28])[N:25]([C:30](=[O:32])[CH3:31])[C@H:24]1[CH2:33][C:34]1[CH:39]=[C:38]([F:40])[CH:37]=[C:36]([F:41])[CH:35]=1)=[O:7])([CH3:4])([CH3:3])[CH3:2].ClCCl.ClC1C(=O)C(C#N)=C(C#N)C(=O)C=1Cl. The catalyst is O. The product is [C:1]([O:5][C:6]([N:8]1[CH2:12][C@H:11]([OH:13])[CH2:10][C@@H:9]1[C@H:23]1[O:27][C:26]([CH3:28])([CH3:29])[N:25]([C:30](=[O:32])[CH3:31])[C@H:24]1[CH2:33][C:34]1[CH:35]=[C:36]([F:41])[CH:37]=[C:38]([F:40])[CH:39]=1)=[O:7])([CH3:2])([CH3:3])[CH3:4]. The yield is 0.890. (8) The yield is 0.990. The reactants are [CH2:1]([N:8]1[CH2:13][CH2:12][CH2:11][CH:10]([C:14](OCC)=[O:15])[CH2:9]1)[C:2]1[CH:7]=[CH:6][CH:5]=[CH:4][CH:3]=1.[H-].[Al+3].[Li+].[H-].[H-].[H-]. The catalyst is O1CCCC1. The product is [CH2:1]([N:8]1[CH2:13][CH2:12][CH2:11][CH:10]([CH2:14][OH:15])[CH2:9]1)[C:2]1[CH:7]=[CH:6][CH:5]=[CH:4][CH:3]=1.